This data is from Buchwald-Hartwig C-N cross coupling reaction yields with 55,370 reactions. The task is: Predict the reaction yield, written as a fraction of the theoretical maximum amount of product (1.0 means a 100% yield; for example, 0.34 means a 34% yield). (1) The reactants are COc1ccc(Br)cc1.Cc1ccc(N)cc1.O=S(=O)(O[Pd]1c2ccccc2-c2ccccc2N~1)C(F)(F)F.COc1ccc(OC)c(P([C@]23C[C@H]4C[C@H](C[C@H](C4)C2)C3)[C@]23C[C@H]4C[C@H](C[C@H](C4)C2)C3)c1-c1c(C(C)C)cc(C(C)C)cc1C(C)C.CCN=P(N=P(N(C)C)(N(C)C)N(C)C)(N(C)C)N(C)C.c1ccc2oncc2c1. No catalyst specified. The product is COc1ccc(Nc2ccc(C)cc2)cc1. The yield is 0.133. (2) The reactants are Clc1ccccn1.Cc1ccc(N)cc1.O=S(=O)(O[Pd]1c2ccccc2-c2ccccc2N~1)C(F)(F)F.CC(C)c1cc(C(C)C)c(-c2ccccc2P(C(C)(C)C)C(C)(C)C)c(C(C)C)c1.CN(C)C(=NC(C)(C)C)N(C)C.CCOC(=O)c1cc(C)no1. No catalyst specified. The product is Cc1ccc(Nc2ccccn2)cc1. The yield is 0.702. (3) The reactants are COc1ccc(Cl)cc1.Cc1ccc(N)cc1.O=S(=O)(O[Pd]1c2ccccc2-c2ccccc2N~1)C(F)(F)F.CC(C)c1cc(C(C)C)c(-c2ccccc2P(C(C)(C)C)C(C)(C)C)c(C(C)C)c1.CCN=P(N=P(N(C)C)(N(C)C)N(C)C)(N(C)C)N(C)C.Cc1cc(C)on1. No catalyst specified. The product is COc1ccc(Nc2ccc(C)cc2)cc1. The yield is 0.0205. (4) The reactants are FC(F)(F)c1ccc(I)cc1.Cc1ccc(N)cc1.O=S(=O)(O[Pd]1c2ccccc2-c2ccccc2N~1)C(F)(F)F.COc1ccc(OC)c(P(C(C)(C)C)C(C)(C)C)c1-c1c(C(C)C)cc(C(C)C)cc1C(C)C.CN(C)C(=NC(C)(C)C)N(C)C.CCOC(=O)c1cnoc1. No catalyst specified. The product is Cc1ccc(Nc2ccc(C(F)(F)F)cc2)cc1. The yield is 0.0357. (5) The reactants are Brc1ccccn1.Cc1ccc(N)cc1.O=S(=O)(O[Pd]1c2ccccc2-c2ccccc2N~1)C(F)(F)F.CC(C)c1cc(C(C)C)c(-c2ccccc2P(C2CCCCC2)C2CCCCC2)c(C(C)C)c1.CCN=P(N=P(N(C)C)(N(C)C)N(C)C)(N(C)C)N(C)C.COC(=O)c1ccno1. No catalyst specified. The product is Cc1ccc(Nc2ccccn2)cc1. The yield is 0.0980. (6) The reactants are CCc1ccc(Br)cc1.Cc1ccc(N)cc1.O=S(=O)(O[Pd]1c2ccccc2-c2ccccc2N~1)C(F)(F)F.CC(C)c1cc(C(C)C)c(-c2ccccc2P(C2CCCCC2)C2CCCCC2)c(C(C)C)c1.CCN=P(N=P(N(C)C)(N(C)C)N(C)C)(N(C)C)N(C)C.c1ccc(CN(Cc2ccccc2)c2ccon2)cc1. No catalyst specified. The product is CCc1ccc(Nc2ccc(C)cc2)cc1. The yield is 0.664. (7) The reactants are Clc1ccccn1.Cc1ccc(N)cc1.O=S(=O)(O[Pd]1c2ccccc2-c2ccccc2N~1)C(F)(F)F.CC(C)c1cc(C(C)C)c(-c2ccccc2P(C(C)(C)C)C(C)(C)C)c(C(C)C)c1.CN(C)C(=NC(C)(C)C)N(C)C.CCOC(=O)c1cnoc1. No catalyst specified. The product is Cc1ccc(Nc2ccccn2)cc1. The yield is 0.0199. (8) The reactants are Ic1ccccn1.Cc1ccc(N)cc1.O=S(=O)(O[Pd]1c2ccccc2-c2ccccc2N~1)C(F)(F)F.CC(C)c1cc(C(C)C)c(-c2ccccc2P(C2CCCCC2)C2CCCCC2)c(C(C)C)c1.CCN=P(N=P(N(C)C)(N(C)C)N(C)C)(N(C)C)N(C)C.c1ccc(CN(Cc2ccccc2)c2ccon2)cc1. No catalyst specified. The product is Cc1ccc(Nc2ccccn2)cc1. The yield is 0.191.